From a dataset of Forward reaction prediction with 1.9M reactions from USPTO patents (1976-2016). Predict the product of the given reaction. (1) Given the reactants [Si:1]([O:18][C@H:19]1[CH2:24][CH2:23][C@@:22]([C@@H:26]2[C@@H:34]([CH:35]=[O:36])[C@H:33]3[C@@:29]([CH3:43])([C:30]([C:37]4[CH:42]=[CH:41][CH:40]=[CH:39][CH:38]=4)=[CH:31][CH2:32]3)[CH2:28][CH2:27]2)([CH3:25])[C@@H:21]([CH:44]=[O:45])[CH2:20]1)([C:14]([CH3:17])([CH3:16])[CH3:15])([C:8]1[CH:13]=[CH:12][CH:11]=[CH:10][CH:9]=1)[C:2]1[CH:7]=[CH:6][CH:5]=[CH:4][CH:3]=1.C1COCC1.CO.[BH4-].[Na+], predict the reaction product. The product is: [Si:1]([O:18][C@@H:19]1[CH2:20][C@H:21]([CH2:44][OH:45])[C@:22]([C@@H:26]2[C@@H:34]([CH2:35][OH:36])[C@H:33]3[C@@:29]([CH3:43])([C:30]([C:37]4[CH:38]=[CH:39][CH:40]=[CH:41][CH:42]=4)=[CH:31][CH2:32]3)[CH2:28][CH2:27]2)([CH3:25])[CH2:23][CH2:24]1)([C:14]([CH3:17])([CH3:16])[CH3:15])([C:8]1[CH:9]=[CH:10][CH:11]=[CH:12][CH:13]=1)[C:2]1[CH:3]=[CH:4][CH:5]=[CH:6][CH:7]=1. (2) Given the reactants [NH2:1][C:2]1[CH:6]=[C:5]([C:7]2[CH:12]=[CH:11][C:10]([O:13][CH3:14])=[CH:9][CH:8]=2)[NH:4][N:3]=1.[NH2:15][C:16]1[CH:20]=[C:19]([C:21]2[CH:26]=[CH:25][C:24]([CH3:27])=[CH:23][CH:22]=2)[NH:18][N:17]=1.[C:28](O)(=[O:38])[C:29]1[CH:37]=[CH:36][C:32]([C:33](O)=[O:34])=[CH:31][CH:30]=1, predict the reaction product. The product is: [CH3:14][O:13][C:10]1[CH:11]=[CH:12][C:7]([C:5]2[NH:4][N:3]=[C:2]([NH:1][C:28](=[O:38])[C:29]3[CH:37]=[CH:36][C:32]([C:33]([NH:15][C:16]4[CH:20]=[C:19]([C:21]5[CH:26]=[CH:25][C:24]([CH3:27])=[CH:23][CH:22]=5)[NH:18][N:17]=4)=[O:34])=[CH:31][CH:30]=3)[CH:6]=2)=[CH:8][CH:9]=1. (3) The product is: [ClH:20].[Cl:20][C:21]1[CH:22]=[CH:23][C:24](/[CH:25]=[CH:26]/[S:27]([N:30]2[CH2:35][CH2:34][N:33]([C:14](=[O:16])[C:13]3[CH:12]=[CH:11][C:10]([C:5]4[N:4]=[C:3]([NH2:2])[N:8]=[C:7]([NH2:9])[CH:6]=4)=[CH:18][CH:17]=3)[CH2:32][CH2:31]2)(=[O:28])=[O:29])=[CH:36][CH:37]=1. Given the reactants Cl.[NH2:2][C:3]1[N:8]=[C:7]([NH2:9])[CH:6]=[C:5]([C:10]2[CH:18]=[CH:17][C:13]([C:14]([OH:16])=O)=[CH:12][CH:11]=2)[N:4]=1.Cl.[Cl:20][C:21]1[CH:37]=[CH:36][C:24](/[CH:25]=[CH:26]/[S:27]([N:30]2[CH2:35][CH2:34][NH:33][CH2:32][CH2:31]2)(=[O:29])=[O:28])=[CH:23][CH:22]=1, predict the reaction product.